Predict the reactants needed to synthesize the given product. From a dataset of Full USPTO retrosynthesis dataset with 1.9M reactions from patents (1976-2016). (1) Given the product [NH:17]1[C:18]2[C:14](=[C:13]([C:6]([C:7]3[CH:12]=[CH:11][CH:10]=[CH:9][CH:8]=3)=[CH:5][C:4]([NH:39][CH3:38])=[O:3])[CH:21]=[CH:20][CH:19]=2)[CH:15]=[N:16]1, predict the reactants needed to synthesize it. The reactants are: C([O:3][C:4](=O)[CH:5]=[C:6]([C:13]1[CH:21]=[CH:20][CH:19]=[C:18]2[C:14]=1[CH:15]=[N:16][NH:17]2)[C:7]1[CH:12]=[CH:11][CH:10]=[CH:9][CH:8]=1)C.C(OC(=O)C=C(C1C=CC=C2C=1C(C#N)=[CH:38][NH:39]2)C1C=CC=CC=1)C. (2) Given the product [F:27][C:14]([F:13])([F:26])[O:15][C:16]1[CH:21]=[CH:20][C:19]([S:22]([NH:1][C:2]2[S:3][CH:4]=[C:5]([CH2:7][C:8]([O:10][CH2:11][CH3:12])=[O:9])[N:6]=2)(=[O:24])=[O:23])=[CH:18][CH:17]=1, predict the reactants needed to synthesize it. The reactants are: [NH2:1][C:2]1[S:3][CH:4]=[C:5]([CH2:7][C:8]([O:10][CH2:11][CH3:12])=[O:9])[N:6]=1.[F:13][C:14]([F:27])([F:26])[O:15][C:16]1[CH:21]=[CH:20][C:19]([S:22](Cl)(=[O:24])=[O:23])=[CH:18][CH:17]=1. (3) Given the product [F:24][C:20]1[CH:21]=[CH:22][CH:23]=[C:2]([F:1])[C:3]=1[CH2:4][O:5][C:6]1[N:11]2[N:12]=[C:13]([CH3:18])[C:14]([C:15]([NH:41][N:40]3[CH2:35][CH2:34][N:39]([CH3:49])[CH2:38][CH2:37]3)=[O:17])=[C:10]2[CH:9]=[C:8]([CH3:19])[CH:7]=1, predict the reactants needed to synthesize it. The reactants are: [F:1][C:2]1[CH:23]=[CH:22][CH:21]=[C:20]([F:24])[C:3]=1[CH2:4][O:5][C:6]1[N:11]2[N:12]=[C:13]([CH3:18])[C:14]([C:15]([OH:17])=O)=[C:10]2[CH:9]=[C:8]([CH3:19])[CH:7]=1.CN(C(ON1[N:41]=[N:40][C:35]2C=[CH:37][CH:38]=[N:39][C:34]1=2)=[N+](C)C)C.F[P-](F)(F)(F)(F)F.[CH:49](N(CC)C(C)C)(C)C.